Task: Predict the reactants needed to synthesize the given product.. Dataset: Full USPTO retrosynthesis dataset with 1.9M reactions from patents (1976-2016) (1) Given the product [CH3:23][C:3]1[CH:4]=[C:5]([CH:18]=[C:19]([N+:20]([O-:22])=[O:21])[C:2]=1[NH:1][C:26](=[O:27])[C:25]([F:36])([F:35])[F:24])[O:6][CH2:7][C:8]1[CH:17]=[CH:16][CH:15]=[CH:14][C:9]=1[C:10]([O:12][CH3:13])=[O:11], predict the reactants needed to synthesize it. The reactants are: [NH2:1][C:2]1[C:19]([N+:20]([O-:22])=[O:21])=[CH:18][C:5]([O:6][CH2:7][C:8]2[CH:17]=[CH:16][CH:15]=[CH:14][C:9]=2[C:10]([O:12][CH3:13])=[O:11])=[CH:4][C:3]=1[CH3:23].[F:24][C:25]([F:36])([F:35])[C:26](O[C:26](=[O:27])[C:25]([F:36])([F:35])[F:24])=[O:27]. (2) The reactants are: [CH3:1][N:2](C)[C:3]1[CH:8]=[CH:7][C:6]([N+:9]([O-])=O)=[C:5]([N:12]2[CH2:17][CH2:16][CH2:15][CH2:14][CH2:13]2)[CH:4]=1.[CH3:19]O. Given the product [CH3:1][NH:2][C:3]1[CH:8]=[CH:7][C:6]([NH:9][CH3:19])=[C:5]([N:12]2[CH2:17][CH2:16][CH2:15][CH2:14][CH2:13]2)[CH:4]=1, predict the reactants needed to synthesize it.